This data is from Full USPTO retrosynthesis dataset with 1.9M reactions from patents (1976-2016). The task is: Predict the reactants needed to synthesize the given product. (1) Given the product [Cl:23][C:20]1[CH:21]=[CH:22][C:17]([NH:16][C:15]([NH:14][C:12]2[S:13][C:7]3[CH2:6][N:5]([CH2:4][CH2:3][CH2:2][NH:1][C:46](=[O:47])[CH2:45][CH2:44][C:37]4[C:38]5[C:43](=[CH:42][CH:41]=[CH:40][CH:39]=5)[NH:35][CH:36]=4)[CH2:10][CH2:9][C:8]=3[C:11]=2[C:25]([NH2:27])=[O:26])=[O:24])=[CH:18][CH:19]=1, predict the reactants needed to synthesize it. The reactants are: [NH2:1][CH2:2][CH2:3][CH2:4][N:5]1[CH2:10][CH2:9][C:8]2[C:11]([C:25]([NH2:27])=[O:26])=[C:12]([NH:14][C:15](=[O:24])[NH:16][C:17]3[CH:22]=[CH:21][C:20]([Cl:23])=[CH:19][CH:18]=3)[S:13][C:7]=2[CH2:6]1.C(N(CC)CC)C.[NH:35]1[C:43]2[C:38](=[CH:39][CH:40]=[CH:41][CH:42]=2)[C:37]([CH2:44][CH2:45][C:46](O)=[O:47])=[CH:36]1.CCN=C=NCCCN(C)C.Cl.C1C=CC2N(O)N=NC=2C=1. (2) The reactants are: N[C:2]1[CH:3]=[CH:4][C:5]([F:16])=[C:6]([C:8]2[C:13]([C:14]#[N:15])=[CH:12][N:11]=[CH:10][CH:9]=2)[CH:7]=1.N([O-])=O.[Na+].[BrH:21]. Given the product [Br:21][C:2]1[CH:3]=[CH:4][C:5]([F:16])=[C:6]([C:8]2[C:13]([C:14]#[N:15])=[CH:12][N:11]=[CH:10][CH:9]=2)[CH:7]=1, predict the reactants needed to synthesize it.